Dataset: Peptide-MHC class II binding affinity with 134,281 pairs from IEDB. Task: Regression. Given a peptide amino acid sequence and an MHC pseudo amino acid sequence, predict their binding affinity value. This is MHC class II binding data. The peptide sequence is KIPGGAMYADDTAGWDT. The MHC is DRB1_1302 with pseudo-sequence DRB1_1302. The binding affinity (normalized) is 0.329.